From a dataset of Reaction yield outcomes from USPTO patents with 853,638 reactions. Predict the reaction yield, written as a fraction of the theoretical maximum amount of product (1.0 means a 100% yield; for example, 0.34 means a 34% yield). The reactants are [O:1]1[CH2:5][CH2:4][O:3][CH:2]1[CH2:6][C:7]1[CH:8]=[C:9]([CH:13]=[CH:14][CH:15]=1)[C:10](O)=[O:11].Cl.[CH3:17][NH:18][CH3:19].C(Cl)CCl. The catalyst is CN(C1C=CN=CC=1)C.C(Cl)Cl. The product is [O:1]1[CH2:5][CH2:4][O:3][CH:2]1[CH2:6][C:7]1[CH:8]=[C:9]([CH:13]=[CH:14][CH:15]=1)[C:10]([N:18]([CH3:19])[CH3:17])=[O:11]. The yield is 0.860.